This data is from Forward reaction prediction with 1.9M reactions from USPTO patents (1976-2016). The task is: Predict the product of the given reaction. (1) The product is: [Br:1][C:2]1[CH:7]=[CH:6][C:5]([O:8][C:10]2[CH:15]=[CH:14][C:13]([C:16]([F:19])([F:18])[F:17])=[CH:12][N:11]=2)=[CH:4][CH:3]=1. Given the reactants [Br:1][C:2]1[CH:7]=[CH:6][C:5]([OH:8])=[CH:4][CH:3]=1.Cl[C:10]1[CH:15]=[CH:14][C:13]([C:16]([F:19])([F:18])[F:17])=[CH:12][N:11]=1.C([O-])([O-])=O.[K+].[K+].O, predict the reaction product. (2) Given the reactants [OH-].[Na+].[CH3:3][C:4]1([CH3:38])[C:12]2[C:7](=[CH:8][CH:9]=[C:10]([C:13]3[CH:18]=[CH:17][C:16]([C:19]([F:22])([F:21])[F:20])=[CH:15][CH:14]=3)[CH:11]=2)[N:6]([CH2:23][CH2:24][O:25][C:26]2[CH:27]=[C:28]([CH2:32][C:33]([O:35]CC)=[O:34])[CH:29]=[CH:30][CH:31]=2)[CH2:5]1.[ClH:39], predict the reaction product. The product is: [ClH:39].[CH3:3][C:4]1([CH3:38])[C:12]2[C:7](=[CH:8][CH:9]=[C:10]([C:13]3[CH:14]=[CH:15][C:16]([C:19]([F:21])([F:20])[F:22])=[CH:17][CH:18]=3)[CH:11]=2)[N:6]([CH2:23][CH2:24][O:25][C:26]2[CH:27]=[C:28]([CH2:32][C:33]([OH:35])=[O:34])[CH:29]=[CH:30][CH:31]=2)[CH2:5]1. (3) The product is: [C:51]([N:48]1[CH2:47][CH2:46][N:45]([C:42]2[CH:41]=[CH:40][C:39]([NH:38][C:11]3[N:16]=[C:15]([NH:17][CH2:18][CH:19]4[CH2:24][CH2:23][CH2:22][N:21]([C:25]([O:27][CH2:28][C:29]5[CH:30]=[CH:31][CH:32]=[CH:33][CH:34]=5)=[O:26])[CH2:20]4)[C:14]([C:35](=[O:37])[NH2:36])=[CH:13][N:12]=3)=[CH:44][CH:43]=2)[CH2:50][CH2:49]1)(=[O:53])[CH3:52]. Given the reactants N1(O[C:11]2[N:16]=[C:15]([NH:17][CH2:18][CH:19]3[CH2:24][CH2:23][CH2:22][N:21]([C:25]([O:27][CH2:28][C:29]4[CH:34]=[CH:33][CH:32]=[CH:31][CH:30]=4)=[O:26])[CH2:20]3)[C:14]([C:35](=[O:37])[NH2:36])=[CH:13][N:12]=2)C2C=CC=CC=2N=N1.[NH2:38][C:39]1[CH:44]=[CH:43][C:42]([N:45]2[CH2:50][CH2:49][N:48]([C:51](=[O:53])[CH3:52])[CH2:47][CH2:46]2)=[CH:41][CH:40]=1, predict the reaction product. (4) Given the reactants [Cl:1][C:2]1[CH:25]=[CH:24][C:5]([O:6][CH:7]2[CH2:12][CH2:11][N:10]([C:13]([C:15]3[CH:23]=[CH:22][C:18]([C:19]([OH:21])=O)=[CH:17][CH:16]=3)=[O:14])[CH2:9][CH2:8]2)=[CH:4][CH:3]=1.[CH3:26][O:27][CH2:28][CH2:29][NH:30][CH3:31], predict the reaction product. The product is: [Cl:1][C:2]1[CH:25]=[CH:24][C:5]([O:6][CH:7]2[CH2:12][CH2:11][N:10]([C:13]([C:15]3[CH:23]=[CH:22][C:18]([C:19]([N:30]([CH2:29][CH2:28][O:27][CH3:26])[CH3:31])=[O:21])=[CH:17][CH:16]=3)=[O:14])[CH2:9][CH2:8]2)=[CH:4][CH:3]=1. (5) The product is: [O:27]=[CH:9][C@@H:10]([C@H:9]([C@@H:10]([C@@H:9]([CH2:10][OH:11])[OH:27])[OH:11])[OH:27])[OH:11]. Given the reactants [Cl-].[K+].C1N([CH2:9][CH2:10][OH:11])CCN(CCS(O)(=O)=O)C1.[Na+].[Cl-].OP([O-])(O)=O.[K+].Cl.[OH2:27], predict the reaction product. (6) Given the reactants [CH3:1][O:2][C:3]1[CH:4]=[C:5]2[C:10](=[CH:11][C:12]=1[O:13][CH3:14])[CH2:9][N:8]([C:15]1[C:24]3[C:19](=[CH:20][C:21]([O:27][CH3:28])=[C:22]([O:25][CH3:26])[CH:23]=3)[N:18]=[CH:17][N:16]=1)[CH2:7][CH2:6]2.[ClH:29].C(OCC)(=O)C, predict the reaction product. The product is: [ClH:29].[CH3:1][O:2][C:3]1[CH:4]=[C:5]2[C:10](=[CH:11][C:12]=1[O:13][CH3:14])[CH2:9][N:8]([C:15]1[C:24]3[C:19](=[CH:20][C:21]([O:27][CH3:28])=[C:22]([O:25][CH3:26])[CH:23]=3)[N:18]=[CH:17][N:16]=1)[CH2:7][CH2:6]2. (7) Given the reactants [F:1][C:2]([F:20])([F:19])[C:3]1(C(O)=O)[CH:7]=[CH:6][N:5]([C:8]2[CH:13]=[CH:12][CH:11]=[C:10]([C:14]#[N:15])[CH:9]=2)[NH:4]1.S(Cl)(Cl)=O.CC([CH:29]1[C:33]2[CH:34]=[CH:35][CH:36]=[C:37]([C:38]3[CH:43]=[CH:42][C:41]([NH2:44])=[CH:40][CH:39]=3)[C:32]=2[S:31](=[O:46])(=[O:45])[N:30]1[C:47]([O-:49])=[O:48])(C)C.FC(F)(F)[C:52]([OH:54])=O, predict the reaction product. The product is: [NH2:15][CH2:14][C:10]1[CH:9]=[C:8]([N:5]2[C:6]([C:52]([NH:44][C:41]3[CH:40]=[CH:39][C:38]([C:37]4[C:32]5[S:31](=[O:46])(=[O:45])[N:30]([C:47]([O:49][C:10]([CH3:14])([CH3:11])[CH3:9])=[O:48])[CH2:29][C:33]=5[CH:34]=[CH:35][CH:36]=4)=[CH:43][CH:42]=3)=[O:54])=[CH:7][C:3]([C:2]([F:1])([F:19])[F:20])=[N:4]2)[CH:13]=[CH:12][CH:11]=1. (8) Given the reactants C([O:8][C:9](=O)[NH:10][CH:11]([C:16]([N:18]1[CH2:22][CH2:21][CH2:20][CH:19]1[C:23](=[O:34])[NH:24][CH:25]1[CH2:29][C:28](=[O:30])[O:27][CH:26]1[O:31][CH2:32][CH3:33])=[O:17])[C:12]([CH3:15])([CH3:14])[CH3:13])C1C=CC=CC=1.[H][H].[NH2:38][C:39]1[CH:47]=[CH:46][C:42](C(O)=O)=[CH:41][C:40]=1[Cl:48].C(Cl)CCl.C(N(C(C)C)CC)(C)C, predict the reaction product. The product is: [CH2:32]([O:31][CH:26]1[CH:25]([NH:24][C:23]([CH:19]2[CH2:20][CH2:21][CH2:22][N:18]2[C:16](=[O:17])[CH:11]([NH:10][C:9](=[O:8])[C:42]2[CH:46]=[CH:47][C:39]([NH2:38])=[C:40]([Cl:48])[CH:41]=2)[C:12]([CH3:13])([CH3:15])[CH3:14])=[O:34])[CH2:29][C:28](=[O:30])[O:27]1)[CH3:33]. (9) Given the reactants ClN1C(=O)CCC1=O.[CH2:9]([OH:17])[CH2:10][CH2:11][CH2:12][CH2:13][CH2:14][CH2:15][CH3:16].CCN(CC)CC, predict the reaction product. The product is: [CH:9](=[O:17])[CH2:10][CH2:11][CH2:12][CH2:13][CH2:14][CH2:15][CH3:16]. (10) Given the reactants [C:1]([O:5][C:6](=[O:40])[NH:7][C@@H:8]([CH2:28][N:29]1C(=O)C2C(=CC=CC=2)C1=O)[CH2:9][O:10][Si:11]([C:24]([CH3:27])([CH3:26])[CH3:25])([C:18]1[CH:23]=[CH:22][CH:21]=[CH:20][CH:19]=1)[C:12]1[CH:17]=[CH:16][CH:15]=[CH:14][CH:13]=1)([CH3:4])([CH3:3])[CH3:2].O.NN, predict the reaction product. The product is: [C:1]([O:5][C:6](=[O:40])[NH:7][C@@H:8]([CH2:28][NH2:29])[CH2:9][O:10][Si:11]([C:24]([CH3:27])([CH3:26])[CH3:25])([C:18]1[CH:23]=[CH:22][CH:21]=[CH:20][CH:19]=1)[C:12]1[CH:13]=[CH:14][CH:15]=[CH:16][CH:17]=1)([CH3:4])([CH3:2])[CH3:3].